Dataset: Forward reaction prediction with 1.9M reactions from USPTO patents (1976-2016). Task: Predict the product of the given reaction. (1) Given the reactants [CH3:1][CH:2]([CH3:15])[CH2:3][CH2:4][NH:5][C:6]([C:8]1[N:9]=[N:10][C:11](Cl)=[CH:12][CH:13]=1)=[O:7].[N:16]1([C:22]([C:24]2[C:29]([F:30])=[CH:28][CH:27]=[CH:26][C:25]=2[F:31])=[O:23])[CH2:21][CH2:20][NH:19][CH2:18][CH2:17]1, predict the reaction product. The product is: [CH3:1][CH:2]([CH3:15])[CH2:3][CH2:4][NH:5][C:6]([C:8]1[N:9]=[N:10][C:11]([N:19]2[CH2:20][CH2:21][N:16]([C:22](=[O:23])[C:24]3[C:25]([F:31])=[CH:26][CH:27]=[CH:28][C:29]=3[F:30])[CH2:17][CH2:18]2)=[CH:12][CH:13]=1)=[O:7]. (2) Given the reactants [CH2:1]([N:3]1[C:7]([NH2:8])=[CH:6][CH:5]=[N:4]1)[CH3:2].C([O:11][C:12](=O)[CH:13]=[CH:14]OCC)C, predict the reaction product. The product is: [CH2:1]([N:3]1[C:7]2[N:8]=[CH:14][CH:13]=[C:12]([OH:11])[C:6]=2[CH:5]=[N:4]1)[CH3:2]. (3) Given the reactants Cl[C:2]1[N:3]=[CH:4][C:5]2[N:11]([CH3:12])[C:10](=[O:13])[C:9]([F:15])([F:14])[CH2:8][N:7]([CH:16]3[CH2:20][CH2:19][CH2:18][CH2:17]3)[C:6]=2[N:21]=1.[NH2:22][C:23]1[CH:31]=[CH:30][C:26]([C:27]([OH:29])=[O:28])=[CH:25][C:24]=1[O:32][CH2:33][CH3:34].Cl, predict the reaction product. The product is: [CH:16]1([N:7]2[CH2:8][C:9]([F:15])([F:14])[C:10](=[O:13])[N:11]([CH3:12])[C:5]3[CH:4]=[N:3][C:2]([NH:22][C:23]4[CH:31]=[CH:30][C:26]([C:27]([OH:29])=[O:28])=[CH:25][C:24]=4[O:32][CH2:33][CH3:34])=[N:21][C:6]2=3)[CH2:20][CH2:19][CH2:18][CH2:17]1. (4) The product is: [Cl:13][C:14]1[CH:19]=[C:18]([CH2:20][C:21](=[O:23])[CH3:22])[CH:17]=[CH:16][N:15]=1. Given the reactants C(NC(C)C)(C)C.C([Li])CCC.[Cl:13][C:14]1[CH:19]=[C:18]([CH3:20])[CH:17]=[CH:16][N:15]=1.[C:21](O)(=[O:23])[CH3:22], predict the reaction product. (5) Given the reactants CO[C:3]([C:5]1[CH:13]=[C:12]2[C:8]([CH:9]=[N:10][NH:11]2)=[CH:7][CH:6]=1)=[O:4].[Cl:14][C:15]1[CH:16]=[C:17]([CH:20]=[CH:21][CH:22]=1)[CH2:18][NH2:19], predict the reaction product. The product is: [Cl:14][C:15]1[CH:16]=[C:17]([CH:20]=[CH:21][CH:22]=1)[CH2:18][NH:19][C:3]([C:5]1[CH:13]=[C:12]2[C:8]([CH:9]=[N:10][NH:11]2)=[CH:7][CH:6]=1)=[O:4]. (6) Given the reactants O=C1C2C(=CC=CC=2)C(=O)[N:3]1[CH2:12][CH:13]1[CH2:18][N:17]2[N:19]=[C:20]([C:25]3[CH:30]=[CH:29][C:28]([O:31][C:32]4[CH:37]=[CH:36][CH:35]=[CH:34][CH:33]=4)=[CH:27][CH:26]=3)[C:21]([C:22]([NH2:24])=[O:23])=[C:16]2[NH:15][CH2:14]1.O.NN, predict the reaction product. The product is: [NH2:3][CH2:12][CH:13]1[CH2:18][N:17]2[N:19]=[C:20]([C:25]3[CH:30]=[CH:29][C:28]([O:31][C:32]4[CH:37]=[CH:36][CH:35]=[CH:34][CH:33]=4)=[CH:27][CH:26]=3)[C:21]([C:22]([NH2:24])=[O:23])=[C:16]2[NH:15][CH2:14]1. (7) The product is: [CH3:13][O:12][C:9]1[CH:10]=[C:11]2[C:6](=[CH:7][C:8]=1[O:14][CH2:15][CH2:16][CH2:17][N:18]1[CH2:22][CH2:21][CH2:20][CH2:19]1)[N:5]=[CH:4][N:3]=[C:2]2[O:35][C:29]1[CH:30]=[C:31]2[C:26](=[CH:27][CH:28]=1)[NH:25][C:24]([CH3:36])([CH3:23])[CH:33]=[C:32]2[CH3:34]. Given the reactants Cl[C:2]1[C:11]2[C:6](=[CH:7][C:8]([O:14][CH2:15][CH2:16][CH2:17][N:18]3[CH2:22][CH2:21][CH2:20][CH2:19]3)=[C:9]([O:12][CH3:13])[CH:10]=2)[N:5]=[CH:4][N:3]=1.[CH3:23][C:24]1([CH3:36])[CH:33]=[C:32]([CH3:34])[C:31]2[C:26](=[CH:27][CH:28]=[C:29]([OH:35])[CH:30]=2)[NH:25]1, predict the reaction product. (8) Given the reactants [Br:1][C:2]1[C:3]([N:20]2[CH2:25][CH2:24][CH:23]([CH2:26][CH2:27][CH2:28][CH2:29][CH2:30][CH:31]3[CH2:36][CH2:35][NH:34][CH2:33][CH2:32]3)[CH2:22][CH2:21]2)=[N:4][CH:5]=[C:6]([S:8]([NH:11][CH:12]([CH2:16][CH2:17][S:18][CH3:19])[C:13]([OH:15])=[O:14])(=[O:10])=[O:9])[CH:7]=1.CCN(C(C)C)C(C)C.[Br:46][C:47]1[CH:48]=[C:49]([S:53](Cl)(=[O:55])=[O:54])[S:50][C:51]=1[Cl:52], predict the reaction product. The product is: [Br:1][C:2]1[C:3]([N:20]2[CH2:21][CH2:22][CH:23]([CH2:26][CH2:27][CH2:28][CH2:29][CH2:30][CH:31]3[CH2:36][CH2:35][N:34]([S:53]([C:49]4[S:50][C:51]([Cl:52])=[C:47]([Br:46])[CH:48]=4)(=[O:55])=[O:54])[CH2:33][CH2:32]3)[CH2:24][CH2:25]2)=[N:4][CH:5]=[C:6]([S:8]([NH:11][CH:12]([CH2:16][CH2:17][S:18][CH3:19])[C:13]([OH:15])=[O:14])(=[O:9])=[O:10])[CH:7]=1. (9) Given the reactants [CH3:1][Si:2]([CH3:17])([CH3:16])[CH2:3][CH2:4][O:5][CH2:6]N1C2C(=CC=CC=2)C=N1.[Br:18][C:19]1[CH:27]=[C:26]([CH2:28][Br:29])[C:25]2[C:21](=[CH:22][N:23](COCC[Si](C)(C)C)[N:24]=2)[CH:20]=1.BrC1C=C(C)C2C(=CN(COCC[Si](C)(C)C)N=2)C=1.BrN1C(=O)CCC1=O, predict the reaction product. The product is: [Br:18][C:19]1[CH:20]=[C:21]2[C:25](=[C:26]([CH2:28][Br:29])[CH:27]=1)[N:24]([CH2:6][O:5][CH2:4][CH2:3][Si:2]([CH3:17])([CH3:16])[CH3:1])[N:23]=[CH:22]2.